Task: Binary Classification. Given a miRNA mature sequence and a target amino acid sequence, predict their likelihood of interaction.. Dataset: Experimentally validated miRNA-target interactions with 360,000+ pairs, plus equal number of negative samples (1) The miRNA is hsa-miR-4756-5p with sequence CAGGGAGGCGCUCACUCUCUGCU. The protein sequence of the target gene is MDPLGPAKPQWSWRCCLTTLLFQLLMAVCFFSYLRVSQDDPTVYPNGSRFPDSTGTPAHSIPLILLWTWPFNKPIALPRCSEMVPGTADCNITADRKVYPQADAVIVHHREVMYNPSAQLPRSPRRQGQRWIWFSMESPSHCWQLKAMDGYFNLTMSYRSDSDIFTPYGWLEPWSGQPAHPPLNLSAKTELVAWAVSNWGPNSARVRYYQSLQAHLKVDVYGRSHKPLPQGTMMETLSRYKFYLAFENSLHPDYITEKLWRNALEAWAVPVVLGPSRSNYERFLPPDAFIHVDDFQSPKD.... Result: 0 (no interaction). (2) The miRNA is hsa-miR-8485 with sequence CACACACACACACACACGUAU. The protein sequence of the target gene is MRMTMEEMKNEAETTSMVSMPLYAVMYPVFNELERVNLSAAQTLRAAFIKAEKENPGLTQDIIMKILEKKSVEVNFTESLLRMAADDVEEYMIERPEPEFQDLNEKARALKQILSKIPDEINDRVRFLQTIKDIASAIKELLDTVNNVFKKYQYQNRRALEHQKKEFVKYSKSFSDTLKTYFKDGKAINVFVSANRLIHQTNLILQTFKTVA. Result: 1 (interaction). (3) The miRNA is hsa-miR-7155-5p with sequence UCUGGGGUCUUGGGCCAUC. The protein sequence of the target gene is METESETSSLGDDSVFWLDCEGVTQLTDGDEEEREESFRKMKSSIHSEEDDFVPELHRNVHPRERPDWEETLSAMARGADVPEIPGDLTLKSCGSTASTKVKHVKKLPFTKGHFPKMAECAHFHYENVEFGSIQLSLSEEQNEVMKNGCESKELVYLVQIACQGKSWIVKRSYEDFRVLDKHLHLCIYDRRFSQLTELPRSDVLKDSPESVTQMLTAYLSRLSTIAGNKINCGPALTWMEIDNKGNHLLVHEESSINTPAVGAAHVIKRYTARAPDELTLEVGDIVSVIDMPPKVLSTWW.... Result: 0 (no interaction). (4) The miRNA is hsa-miR-3136-3p with sequence UGGCCCAACCUAUUCAGUUAGU. The protein sequence of the target gene is MRQKEVLAKSFQGPAAVCRTPNSHVYMFNNGSGDSGDSSEEESHQVVLRPRGKEHQKNSSQRPGAGTMVLLQRELAQEDSLNKLALQYGCKVADIKKANNFIREQDLYALKSIKIPVRNHGILTETHQELMPLGASSSETRVTLVDLPEDEDAGGATTQGNQLTDFFKGIDENIERAVHSDVFHGDSCCVEAPDQLLLPITQKPVADGADCGIQWWNAVFLMLLIGIVLPVFYLVYFKIQATGEPSNGLNATVVPNGSMTLSPVPGQAPRLAIPVPTLPASDSQVSPTTQAGA. Result: 0 (no interaction).